Dataset: Forward reaction prediction with 1.9M reactions from USPTO patents (1976-2016). Task: Predict the product of the given reaction. (1) Given the reactants [F:1][C:2]1[CH:7]=[CH:6][CH:5]=[C:4]([F:8])[C:3]=1[N:9]1[C:14]2[N:15]=[C:16](S(C)(=O)=O)[N:17]=[C:18]([C:19]3[CH:20]=[C:21]([NH:26][C:27](=[O:36])[C:28]4[CH:33]=[CH:32][C:31]([CH3:34])=[C:30]([F:35])[CH:29]=4)[CH:22]=[CH:23][C:24]=3[CH3:25])[C:13]=2[CH2:12][NH:11][C:10]1=[O:41].[NH2:42][CH:43]1[CH2:48][CH2:47][NH:46][CH2:45][CH2:44]1, predict the reaction product. The product is: [NH4+:9].[OH-:36].[NH2:42][CH:43]1[CH2:48][CH2:47][N:46]([C:16]2[N:17]=[C:18]([C:19]3[CH:20]=[C:21]([NH:26][C:27](=[O:36])[C:28]4[CH:33]=[CH:32][C:31]([CH3:34])=[C:30]([F:35])[CH:29]=4)[CH:22]=[CH:23][C:24]=3[CH3:25])[C:13]3[CH2:12][NH:11][C:10](=[O:41])[N:9]([C:3]4[C:2]([F:1])=[CH:7][CH:6]=[CH:5][C:4]=4[F:8])[C:14]=3[N:15]=2)[CH2:45][CH2:44]1. (2) Given the reactants [Cl:1][C:2]1[C:3]([CH:30]=[O:31])=[CH:4][C:5]2[O:10][CH:9]([C:11]([N:13]3[CH2:18][CH2:17][C:16]([CH2:21][C:22]4[CH:27]=[CH:26][C:25]([F:28])=[CH:24][CH:23]=4)([C:19]#[N:20])[CH2:15][CH2:14]3)=[O:12])[CH2:8][NH:7][C:6]=2[CH:29]=1.[BH4-].[Na+], predict the reaction product. The product is: [Cl:1][C:2]1[C:3]([CH2:30][OH:31])=[CH:4][C:5]2[O:10][CH:9]([C:11]([N:13]3[CH2:18][CH2:17][C:16]([CH2:21][C:22]4[CH:23]=[CH:24][C:25]([F:28])=[CH:26][CH:27]=4)([C:19]#[N:20])[CH2:15][CH2:14]3)=[O:12])[CH2:8][NH:7][C:6]=2[CH:29]=1. (3) Given the reactants ClC1C=CC2N3C=CN=C3[C@@H](CC3SC(CCC(O)=O)=CN=3)S[C@H](C3C=CC=C(OC)C=3OC)C=2C=1.[Cl:37][C:38]1[CH:39]=[CH:40][C:41]2[N:47]3[C:48]([C:51]([F:54])([F:53])[F:52])=[N:49][N:50]=[C:46]3[C@H:45]([CH2:55][CH2:56][C:57]3[O:58][C:59]([CH2:62][CH2:63][C:64]([O:66]C)=[O:65])=[CH:60][N:61]=3)[S:44][C@@H:43]([C:68]3[CH:73]=[CH:72][CH:71]=[C:70]([O:74][CH3:75])[C:69]=3[O:76][CH3:77])[C:42]=2[CH:78]=1, predict the reaction product. The product is: [Cl:37][C:38]1[CH:39]=[CH:40][C:41]2[N:47]3[C:48]([C:51]([F:52])([F:53])[F:54])=[N:49][N:50]=[C:46]3[C@H:45]([CH2:55][CH2:56][C:57]3[O:58][C:59]([CH2:62][CH2:63][C:64]([OH:66])=[O:65])=[CH:60][N:61]=3)[S:44][C@@H:43]([C:68]3[CH:73]=[CH:72][CH:71]=[C:70]([O:74][CH3:75])[C:69]=3[O:76][CH3:77])[C:42]=2[CH:78]=1.